Dataset: Catalyst prediction with 721,799 reactions and 888 catalyst types from USPTO. Task: Predict which catalyst facilitates the given reaction. (1) Reactant: [CH3:1][O:2][C:3](=[O:26])[CH2:4][C:5]1[C:14]([CH3:15])=[C:13](B2OC(C)(C)C(C)(C)O2)[C:12]2[C:7](=[CH:8][CH:9]=[C:10]([F:25])[CH:11]=2)[CH:6]=1.Br[C:28]1[CH:33]=[CH:32][C:31]([S:34][C:35]2[CH:40]=[CH:39][C:38]([O:41][C:42]([F:45])([F:44])[F:43])=[CH:37][CH:36]=2)=[CH:30][CH:29]=1.C(=O)(O)[O-].[Na+].O. Product: [CH3:1][O:2][C:3](=[O:26])[CH2:4][C:5]1[C:14]([CH3:15])=[C:13]([C:28]2[CH:29]=[CH:30][C:31]([S:34][C:35]3[CH:40]=[CH:39][C:38]([O:41][C:42]([F:44])([F:43])[F:45])=[CH:37][CH:36]=3)=[CH:32][CH:33]=2)[C:12]2[C:7](=[CH:8][CH:9]=[C:10]([F:25])[CH:11]=2)[CH:6]=1. The catalyst class is: 564. (2) Reactant: FC(F)(F)S(O[C:7]1[CH:20]=[C:19]2[C:10]([O:11][C:12]3[CH:13]=[CH:14][C:15]([C:26]#[C:27][C:28]([OH:31])([CH3:30])[CH3:29])=[CH:16][C:17]=3[C@@:18]32[CH2:24][O:23][C:22]([NH2:25])=[N:21]3)=[CH:9][C:8]=1[F:32])(=O)=O.[N:35]1[CH:40]=[C:39](B(O)O)[CH:38]=[N:37][CH:36]=1.C(=O)([O-])[O-].[K+].[K+].O. Product: [NH2:25][C:22]1[O:23][CH2:24][C@:18]2([N:21]=1)[C:19]1[CH:20]=[C:7]([C:39]3[CH:40]=[N:35][CH:36]=[N:37][CH:38]=3)[C:8]([F:32])=[CH:9][C:10]=1[O:11][C:12]1[C:17]2=[CH:16][C:15]([C:26]#[C:27][C:28]([CH3:29])([OH:31])[CH3:30])=[CH:14][CH:13]=1. The catalyst class is: 752. (3) Reactant: [OH:1][CH2:2][CH2:3][NH:4][C:5](=[O:7])[CH3:6].[H-].[Na+].Cl[C:11]1[C:20]2[C:15](=[CH:16][CH:17]=[CH:18][C:19]=2[Cl:21])[CH:14]=[C:13]([C@@H:22]([NH:24][C:25]2[N:33]=[CH:32][N:31]=[C:30]3[C:26]=2[N:27]=[CH:28][N:29]3C(OC(C)(C)C)=O)[CH3:23])[N:12]=1.O. Product: [N:33]1[C:25]([NH:24][C@H:22]([C:13]2[N:12]=[C:11]([O:1][CH2:2][CH2:3][NH:4][C:5](=[O:7])[CH3:6])[C:20]3[C:15]([CH:14]=2)=[CH:16][CH:17]=[CH:18][C:19]=3[Cl:21])[CH3:23])=[C:26]2[C:30]([NH:29][CH:28]=[N:27]2)=[N:31][CH:32]=1. The catalyst class is: 1. (4) Reactant: [Cl:1][C:2]1[N:7]=[C:6]([Cl:8])[CH:5]=[C:4](Cl)[N:3]=1.C(N(CC)CC)C.[CH3:17][NH:18][CH:19]1[CH2:24][CH2:23][O:22][CH2:21][CH2:20]1. Product: [Cl:1][C:2]1[N:3]=[C:4]([N:18]([CH3:17])[CH:19]2[CH2:24][CH2:23][O:22][CH2:21][CH2:20]2)[CH:5]=[C:6]([Cl:8])[N:7]=1. The catalyst class is: 14. (5) Reactant: [NH2:1][C:2]1[CH:7]=[CH:6][C:5]([N:8]2[CH2:13][CH2:12][CH2:11][NH:10][C:9]2=[O:14])=[CH:4][CH:3]=1.Cl.Cl[CH2:17][CH2:18][NH:19][CH2:20][CH2:21]Cl.C(=O)([O-])[O-].[K+].[K+]. Product: [N:1]1([C:2]2[CH:3]=[CH:4][C:5]([N:8]3[CH2:13][CH2:12][CH2:11][NH:10][C:9]3=[O:14])=[CH:6][CH:7]=2)[CH2:21][CH2:20][NH:19][CH2:18][CH2:17]1. The catalyst class is: 51. (6) Reactant: [CH2:1]([N:3]([CH2:16][CH3:17])[C:4]1[N:9]=C(C#N)[CH:7]=[C:6]([C:12]([F:15])([F:14])[F:13])[CH:5]=1)[CH3:2].Cl.[O:19]1[CH2:24][CH2:23]OCC1.[OH-:25].[Na+]. Product: [CH2:1]([N:3]([CH2:16][CH3:17])[C:4]1[N:9]=[C:23]([C:24]([OH:19])=[O:25])[CH:7]=[C:6]([C:12]([F:15])([F:14])[F:13])[CH:5]=1)[CH3:2]. The catalyst class is: 6. (7) Reactant: [CH3:1][O:2][C:3]1[CH:4]=[C:5]([N:9]=[C:10]=[O:11])[CH:6]=[CH:7][CH:8]=1.C(N(CC)CC)C.[ClH:19].Cl.[NH2:21][C:22]1[CH:27]=[CH:26][C:25]([C:28]2[CH:33]=[CH:32][C:31]([NH:34][C:35]([C@@H:37]3[CH:42]4[CH2:43][CH2:44][N:39]([CH2:40][CH2:41]4)[CH2:38]3)=[O:36])=[CH:30][CH:29]=2)=[CH:24][CH:23]=1.O. Product: [ClH:19].[CH3:1][O:2][C:3]1[CH:4]=[C:5]([NH:9][C:10]([NH:21][C:22]2[CH:27]=[CH:26][C:25]([C:28]3[CH:29]=[CH:30][C:31]([NH:34][C:35]([C@@H:37]4[CH:42]5[CH2:41][CH2:40][N:39]([CH2:44][CH2:43]5)[CH2:38]4)=[O:36])=[CH:32][CH:33]=3)=[CH:24][CH:23]=2)=[O:11])[CH:6]=[CH:7][CH:8]=1. The catalyst class is: 3. (8) Reactant: [F:1][C:2]1[CH:7]=[CH:6][C:5]([O:8][C:9]2[N:14]=[CH:13][C:12]([C:15]([N:17]([CH3:32])[C:18]3[CH:23]=[CH:22][C:21]([CH2:24][N:25]4[CH2:30][CH2:29][NH:28][C@@H:27]([CH3:31])[CH2:26]4)=[CH:20][CH:19]=3)=[O:16])=[CH:11][CH:10]=2)=[CH:4][CH:3]=1.[C:33]([OH:40])(=[O:39])/[CH:34]=[CH:35]/[C:36]([OH:38])=[O:37]. Product: [C:33]([OH:40])(=[O:39])/[CH:34]=[CH:35]/[C:36]([OH:38])=[O:37].[F:1][C:2]1[CH:7]=[CH:6][C:5]([O:8][C:9]2[N:14]=[CH:13][C:12]([C:15]([N:17]([CH3:32])[C:18]3[CH:23]=[CH:22][C:21]([CH2:24][N:25]4[CH2:30][CH2:29][NH:28][C@@H:27]([CH3:31])[CH2:26]4)=[CH:20][CH:19]=3)=[O:16])=[CH:11][CH:10]=2)=[CH:4][CH:3]=1. The catalyst class is: 25. (9) Reactant: [CH3:1][C:2]1([CH3:40])[O:6][C@H:5]([CH2:7][O:8][C:9]2[CH:14]=[CH:13][C:12]([C:15]([C:20]3[CH:25]=[CH:24][C:23]([C:26]#[C:27][C:28]([C:34]([F:37])([F:36])[F:35])([OH:33])[C:29]([F:32])([F:31])[F:30])=[C:22]([CH3:38])[CH:21]=3)([CH2:18][CH3:19])[CH2:16][CH3:17])=[CH:11][C:10]=2[CH3:39])[CH2:4][O:3]1.[H-].[H-].[H-].[H-].[Li+].[Al+3].[NH4+].[Cl-]. Product: [CH3:40][C:2]1([CH3:1])[O:6][C@H:5]([CH2:7][O:8][C:9]2[CH:14]=[CH:13][C:12]([C:15]([C:20]3[CH:25]=[CH:24][C:23](/[CH:26]=[CH:27]/[C:28]([C:29]([F:31])([F:30])[F:32])([OH:33])[C:34]([F:35])([F:36])[F:37])=[C:22]([CH3:38])[CH:21]=3)([CH2:18][CH3:19])[CH2:16][CH3:17])=[CH:11][C:10]=2[CH3:39])[CH2:4][O:3]1. The catalyst class is: 1. (10) Reactant: [Br:1][C:2]1[N:7]=[C:6]([NH2:8])[CH:5]=[CH:4][CH:3]=1.CC(C)([O-])C.[Na+].[F:15][C:16]1[CH:23]=[CH:22][C:19]([CH2:20]Cl)=[CH:18][CH:17]=1.CCOC(C)=O. Product: [Br:1][C:2]1[N:7]=[C:6]([NH:8][CH2:20][C:19]2[CH:22]=[CH:23][C:16]([F:15])=[CH:17][CH:18]=2)[CH:5]=[CH:4][CH:3]=1. The catalyst class is: 11.